The task is: Regression. Given two drug SMILES strings and cell line genomic features, predict the synergy score measuring deviation from expected non-interaction effect.. This data is from NCI-60 drug combinations with 297,098 pairs across 59 cell lines. (1) Drug 1: C1=NC2=C(N=C(N=C2N1C3C(C(C(O3)CO)O)F)Cl)N. Drug 2: CCC1(CC2CC(C3=C(CCN(C2)C1)C4=CC=CC=C4N3)(C5=C(C=C6C(=C5)C78CCN9C7C(C=CC9)(C(C(C8N6C)(C(=O)OC)O)OC(=O)C)CC)OC)C(=O)OC)O.OS(=O)(=O)O. Cell line: HT29. Synergy scores: CSS=-5.79, Synergy_ZIP=2.20, Synergy_Bliss=1.30, Synergy_Loewe=-4.39, Synergy_HSA=-6.14. (2) Drug 1: C1CN1P(=S)(N2CC2)N3CC3. Drug 2: C1C(C(OC1N2C=NC(=NC2=O)N)CO)O. Cell line: COLO 205. Synergy scores: CSS=22.4, Synergy_ZIP=-1.57, Synergy_Bliss=0.857, Synergy_Loewe=-1.79, Synergy_HSA=3.44. (3) Drug 1: COC1=NC(=NC2=C1N=CN2C3C(C(C(O3)CO)O)O)N. Drug 2: C1=CC=C(C(=C1)C(C2=CC=C(C=C2)Cl)C(Cl)Cl)Cl. Cell line: T-47D. Synergy scores: CSS=15.2, Synergy_ZIP=-5.71, Synergy_Bliss=-5.61, Synergy_Loewe=-10.4, Synergy_HSA=-3.01. (4) Drug 1: CC1=C2C(C(=O)C3(C(CC4C(C3C(C(C2(C)C)(CC1OC(=O)C(C(C5=CC=CC=C5)NC(=O)OC(C)(C)C)O)O)OC(=O)C6=CC=CC=C6)(CO4)OC(=O)C)O)C)O. Drug 2: CC1C(C(CC(O1)OC2CC(CC3=C2C(=C4C(=C3O)C(=O)C5=C(C4=O)C(=CC=C5)OC)O)(C(=O)CO)O)N)O.Cl. Cell line: CAKI-1. Synergy scores: CSS=36.2, Synergy_ZIP=1.89, Synergy_Bliss=3.00, Synergy_Loewe=0.582, Synergy_HSA=4.87.